From a dataset of Forward reaction prediction with 1.9M reactions from USPTO patents (1976-2016). Predict the product of the given reaction. (1) Given the reactants [F:1][C:2]1[C:21]([C:22](OC)=[O:23])=[C:20]([F:26])[CH:19]=[CH:18][C:3]=1[CH2:4][N:5]1[CH2:10][CH2:9][N:8]([C:11]([O:13][C:14]([CH3:17])([CH3:16])[CH3:15])=[O:12])[CH2:7][CH2:6]1.[Li+].[OH-].ON1C(=O)CCC1=O.C1CCC(N=C=NC2CCCCC2)CC1.[N-:52]=[N+:53]=[N-:54].[Na+], predict the reaction product. The product is: [N:52]([C:22]([C:21]1[C:2]([F:1])=[C:3]([CH:18]=[CH:19][C:20]=1[F:26])[CH2:4][N:5]1[CH2:10][CH2:9][N:8]([C:11]([O:13][C:14]([CH3:15])([CH3:17])[CH3:16])=[O:12])[CH2:7][CH2:6]1)=[O:23])=[N+:53]=[N-:54]. (2) Given the reactants C([O:8][N:9]1[C:15](=[O:16])[N:14]2[CH2:17][C@H:10]1[CH2:11][CH2:12][C@H:13]2[C:18]([NH:20][O:21][CH2:22][C:23]1[C:31]2[CH:30]3[CH2:32][CH:27]([CH2:28][CH2:29]3)[C:26]=2[N:25]([CH3:33])[N:24]=1)=[O:19])C1C=CC=CC=1, predict the reaction product. The product is: [OH:8][N:9]1[C:15](=[O:16])[N:14]2[CH2:17][C@H:10]1[CH2:11][CH2:12][C@H:13]2[C:18]([NH:20][O:21][CH2:22][C:23]1[C:31]2[CH:30]3[CH2:32][CH:27]([CH2:28][CH2:29]3)[C:26]=2[N:25]([CH3:33])[N:24]=1)=[O:19].